The task is: Binary Classification. Given a miRNA mature sequence and a target amino acid sequence, predict their likelihood of interaction.. This data is from Experimentally validated miRNA-target interactions with 360,000+ pairs, plus equal number of negative samples. (1) The miRNA is mmu-miR-155-3p with sequence CUCCUACCUGUUAGCAUUAAC. The protein sequence of the target gene is MEEMEEELKCPVCGSFYREPIILPCSHNLCQACARNILVQTPESESPQSRRASGSGVSDYDYLDLDKMSLYSEADSGYGSYGGFASAPTTPCQKSPNGVRVFPPAMPPPPTHLSPALAPVPRNSCITCPQCHRSLILDDRGLRGFPKNRVLEGVIDRYQQSKAAALKCQLCEKAPKEATVMCEQCDVFYCDPCRLRCHPPRGPLAKHRLVPPAQGRVSRRLSPRKVSTCTDHELENHSMYCVQCKMPVCYQCLEEGKHSSHEVKALGAMWKLHKSQLSQALNGLSDRAKEAKEFLVQLRT.... Result: 0 (no interaction). (2) The miRNA is hsa-miR-3146 with sequence CAUGCUAGGAUAGAAAGAAUGG. The protein sequence of the target gene is MRSFKRVNFGTLLSSQKEAEELLPALKEFLSNPPAGFPSSRSDAERRQACDAILRACNQQLTAKLACPRHLGSLLELAELACDGYLVSTPQRPPLYLERILFVLLRNAAAQGSPEATLRLAQPLHACLVQCSREAAPQDYEAVARGSFSLLWKGAEALLERRAAFAARLKALSFLVLLEDESTPCEVPHFASPTACRAVAAHQLFDASGHGLNEADADFLDDLLSRHVIRALVGERGSSSGLLSPQRALCLLELTLEHCRRFCWSRHHDKAISAVEKAHSYLRNTNLAPSLQLCQLGVKL.... Result: 0 (no interaction). (3) Result: 0 (no interaction). The protein sequence of the target gene is MKIWSSEHVFGHPWDTVIKAAMRKYPNPMNPCVVGVDVLERSVDGCGRLHSLRLLSTEWGLPGLVRAILGANRTLTYIKERSVVDPAARKMELCSTNITLTNLVSVNERLVYTPHPENPEKTVLTQEAIITVKGISLGSYLESLMATTISSNAKKGWAAIEWIIEHSESAIS. The miRNA is mmu-miR-3066-5p with sequence UUGGUUGCUGUAGAUUAAGUAG. (4) The miRNA is mmu-miR-324-3p with sequence CCACUGCCCCAGGUGCUGCU. The protein sequence of the target gene is MLQRCGRRLLLALVGALLACLLVLTADPPPTPMPAERGRRALRSLAGSSGGAPASGSRAAVDPGVLTREVHSLSEYFSLLTRARRDADPPPGVASRQGDGHPRPPAEVLSPRDVFIAVKTTRKFHRARLDLLFETWISRHKEMTFIFTDGEDEALAKLTGNVVLTNCSSAHSRQALSCKMAVEYDRFIESGKKWFCHVDDDNYVNLRALLRLLASYPHTQDVYIGKPSLDRPIQATERISEHKVRPVHFWFATGGAGFCISRGLALKMGPWASGGHFMSTAERIRLPDDCTIGYIVEALL.... Result: 1 (interaction). (5) The protein sequence of the target gene is MSKTMAMNLLEDWCRGMEVDIHRSLLVTGIPEDCGQAEIEETLNGVLSPLGPYRVLNKIFVREENVKAALIEVGEGVNLSTIPREFPGRGGVWRVVCRDPTQDAEFLKNLNEFLDAEGRTWEDVVRLLQLNHPTLSQNQHQPPENWAEALGVLLGAVVQIIFCMDAEIRSREEARAQEAAEFEEMAAWALAAGRKVKKEPGLAAEVGSALKAETPNNWNATEDQHEPTKPLVRRAGAKSRSRRKKQKKNSRQEAVPWKKPKGINSNSTANLEDPEVGDAESMAISEPIKGSRKPCVNKEE.... The miRNA is hsa-miR-4717-3p with sequence ACACAUGGGUGGCUGUGGCCU. Result: 1 (interaction).